This data is from Reaction yield outcomes from USPTO patents with 853,638 reactions. The task is: Predict the reaction yield, written as a fraction of the theoretical maximum amount of product (1.0 means a 100% yield; for example, 0.34 means a 34% yield). (1) The reactants are Br[C:2]1[O:6][C:5]([C:7]2[C:12]([F:13])=[CH:11][CH:10]=[CH:9][C:8]=2[F:14])=[N:4][C:3]=1[C:15]([NH2:17])=[O:16].[C:18]1(B(O)O)[CH:23]=[CH:22][CH:21]=[CH:20][CH:19]=1.C(=O)([O-])[O-].[Na+].[Na+]. The catalyst is C(#N)C.C1C=CC(P(C2C=CC=CC=2)[C-]2C=CC=C2)=CC=1.C1C=CC(P(C2C=CC=CC=2)[C-]2C=CC=C2)=CC=1.Cl[Pd]Cl.[Fe+2]. The product is [F:14][C:8]1[CH:9]=[CH:10][CH:11]=[C:12]([F:13])[C:7]=1[C:5]1[O:6][C:2]([C:18]2[CH:23]=[CH:22][CH:21]=[CH:20][CH:19]=2)=[C:3]([C:15]([NH2:17])=[O:16])[N:4]=1. The yield is 0.0800. (2) The yield is 1.00. The reactants are Br[C:2]1[CH:3]=[C:4]([NH:12][S:13]([CH3:16])(=[O:15])=[O:14])[CH:5]=[C:6]([C:8]([F:11])([F:10])[F:9])[CH:7]=1.[B:17]1(B2OC(C)(C)C(C)(C)O2)[O:21]C(C)(C)C(C)(C)[O:18]1.C([O-])(=O)C.[K+]. The product is [CH3:16][S:13]([NH:12][C:4]1[CH:3]=[C:2]([B:17]([OH:21])[OH:18])[CH:7]=[C:6]([C:8]([F:11])([F:10])[F:9])[CH:5]=1)(=[O:15])=[O:14]. The catalyst is O1CCOCC1.C1(P(C2C=CC=CC=2)[C-]2C=CC=C2)C=CC=CC=1.[C-]1(P(C2C=CC=CC=2)C2C=CC=CC=2)C=CC=C1.[Fe+2].